This data is from Full USPTO retrosynthesis dataset with 1.9M reactions from patents (1976-2016). The task is: Predict the reactants needed to synthesize the given product. (1) The reactants are: C(OC([N:8]1[CH2:12][C@H:11]([O:13][Si](C(C)(C)C)(C)C)[CH2:10][C@@H:9]1[C:21](=[O:40])[NH:22][C:23]1[CH:28]=[CH:27][C:26]([C:29]2[CH:34]=[CH:33][CH:32]=[CH:31][C:30]=2[S:35]([CH3:38])(=[O:37])=[O:36])=[CH:25][C:24]=1[F:39])=O)(C)(C)C.FC(F)(F)C(O)=O. Given the product [F:39][C:24]1[CH:25]=[C:26]([C:29]2[CH:34]=[CH:33][CH:32]=[CH:31][C:30]=2[S:35]([CH3:38])(=[O:36])=[O:37])[CH:27]=[CH:28][C:23]=1[NH:22][C:21]([C@H:9]1[CH2:10][C@@H:11]([OH:13])[CH2:12][NH:8]1)=[O:40], predict the reactants needed to synthesize it. (2) Given the product [F:43][C:40]1[CH:39]=[CH:38][C:37]([CH:30]([C:27]2[CH:28]=[CH:29][C:24]([F:23])=[CH:25][CH:26]=2)[N:31]2[CH2:32][CH2:33][N:34]([CH2:21][CH2:20][CH2:19][C:10]3[CH:9]=[C:8]([C:5]4[CH:6]=[CH:7][C:2]([F:1])=[CH:3][CH:4]=4)[N:12]([C:13]4[CH:18]=[CH:17][CH:16]=[CH:15][CH:14]=4)[N:11]=3)[CH2:35][CH2:36]2)=[CH:42][CH:41]=1, predict the reactants needed to synthesize it. The reactants are: [F:1][C:2]1[CH:7]=[CH:6][C:5]([C:8]2[N:12]([C:13]3[CH:18]=[CH:17][CH:16]=[CH:15][CH:14]=3)[N:11]=[C:10]([CH2:19][CH2:20][CH:21]=O)[CH:9]=2)=[CH:4][CH:3]=1.[F:23][C:24]1[CH:29]=[CH:28][C:27]([CH:30]([C:37]2[CH:42]=[CH:41][C:40]([F:43])=[CH:39][CH:38]=2)[N:31]2[CH2:36][CH2:35][NH:34][CH2:33][CH2:32]2)=[CH:26][CH:25]=1.CCN(C(C)C)C(C)C.[BH-](OC(C)=O)(OC(C)=O)OC(C)=O.[Na+]. (3) The reactants are: [NH2:1][CH2:2][CH2:3][CH2:4][O:5][C:6]1[CH:14]=[C:13]2[C:9]([C:10]([CH:15]([C:20]3[CH:21]=[CH:22]C4[C:24]([CH:28]=3)=[N:25]SN=4)[CH2:16][C:17]([OH:19])=[O:18])=[CH:11][NH:12]2)=[CH:8][CH:7]=1.CS[C:31]1[NH:32][CH2:33][C:34](=[O:36])[N:35]=1. Given the product [O:36]=[C:34]1[CH2:33][NH:32][C:31]([NH:1][CH2:2][CH2:3][CH2:4][O:5][C:6]2[CH:14]=[C:13]3[C:9]([C:10]([CH:15]([C:20]4[CH:21]=[CH:22][N:25]=[CH:24][CH:28]=4)[CH2:16][C:17]([OH:19])=[O:18])=[CH:11][NH:12]3)=[CH:8][CH:7]=2)=[N:35]1, predict the reactants needed to synthesize it. (4) Given the product [Cl:1][C:2]1[N:3]=[C:4]([N:18]2[CH2:19][CH2:20][O:21][CH2:22][CH2:23]2)[C:5]2[S:10][C:9]([CH2:11][N:12]3[CH2:17][CH2:16][N:15]([C:25](=[O:26])[CH2:24][OH:27])[CH2:14][CH2:13]3)=[CH:8][C:6]=2[N:7]=1, predict the reactants needed to synthesize it. The reactants are: [Cl:1][C:2]1[N:3]=[C:4]([N:18]2[CH2:23][CH2:22][O:21][CH2:20][CH2:19]2)[C:5]2[S:10][C:9]([CH2:11][N:12]3[CH2:17][CH2:16][NH:15][CH2:14][CH2:13]3)=[CH:8][C:6]=2[N:7]=1.[C:24](O)(=[O:27])[CH2:25][OH:26]. (5) Given the product [CH3:14][O:13][C:10]1[C:9]([C:15]2[CH:20]=[CH:19][C:18]([C:21]([F:23])([F:22])[F:24])=[CH:17][C:16]=2[CH2:25][N:26]2[C@@H:30]([CH3:31])[C@@H:29]([C:32]3[CH:33]=[CH:34][CH:35]=[CH:36][CH:37]=3)[O:28][C:27]2=[O:38])=[CH:8][C:7]([CH:5]([CH3:6])[C:4]([OH:39])=[O:3])=[CH:12][CH:11]=1, predict the reactants needed to synthesize it. The reactants are: C([O:3][C:4](=[O:39])[CH:5]([C:7]1[CH:8]=[C:9]([C:15]2[CH:20]=[CH:19][C:18]([C:21]([F:24])([F:23])[F:22])=[CH:17][C:16]=2[CH2:25][N:26]2[C@@H:30]([CH3:31])[C@@H:29]([C:32]3[CH:37]=[CH:36][CH:35]=[CH:34][CH:33]=3)[O:28][C:27]2=[O:38])[C:10]([O:13][CH3:14])=[CH:11][CH:12]=1)[CH3:6])C.[OH-].[Li+]. (6) Given the product [F:24][C:12]([F:11])([F:23])[C:13]1[CH:14]=[CH:15][C:16]([S:19]([NH:1][C:2]2[CH:6]=[CH:5][S:4][C:3]=2[C:7]([O:9][CH3:10])=[O:8])(=[O:21])=[O:20])=[CH:17][CH:18]=1, predict the reactants needed to synthesize it. The reactants are: [NH2:1][C:2]1[CH:6]=[CH:5][S:4][C:3]=1[C:7]([O:9][CH3:10])=[O:8].[F:11][C:12]([F:24])([F:23])[C:13]1[CH:18]=[CH:17][C:16]([S:19](Cl)(=[O:21])=[O:20])=[CH:15][CH:14]=1.N1C=CC=CC=1.